This data is from Forward reaction prediction with 1.9M reactions from USPTO patents (1976-2016). The task is: Predict the product of the given reaction. (1) Given the reactants [CH3:1][O:2][C:3]1[CH:4]=[C:5]([NH:18][C:19]([C:21]2[S:22][C:23]([C:29]3[CH:34]=[CH:33][C:32]([Cl:35])=[CH:31][CH:30]=3)=[CH:24][C:25]=2[CH2:26][CH2:27]O)=[O:20])[CH:6]=[CH:7][C:8]=1[NH:9][C:10](=[O:17])[CH2:11][N:12]1[CH2:16][CH2:15][CH2:14][CH2:13]1.C(P(CCCC)CCCC)CCC.N(C(OC(C)C)=O)=NC(OC(C)C)=O, predict the reaction product. The product is: [Cl:35][C:32]1[CH:31]=[CH:30][C:29]([C:23]2[S:22][C:21]3[C:19](=[O:20])[N:18]([C:5]4[CH:6]=[CH:7][C:8]([NH:9][C:10](=[O:17])[CH2:11][N:12]5[CH2:16][CH2:15][CH2:14][CH2:13]5)=[C:3]([O:2][CH3:1])[CH:4]=4)[CH2:27][CH2:26][C:25]=3[CH:24]=2)=[CH:34][CH:33]=1. (2) The product is: [CH2:23]([N:11]([S:12]([C:15]1[CH:16]=[CH:17][C:18]([O:21][CH3:22])=[CH:19][CH:20]=1)(=[O:14])=[O:13])[C:10]1[N:9]([CH3:30])[N:8]=[CH:7][C:6]=1[C:4]([OH:5])=[O:3])[C:24]1[CH:29]=[CH:28][CH:27]=[CH:26][CH:25]=1. Given the reactants C([O:3][C:4]([C:6]1[CH:7]=[N:8][N:9]([CH3:30])[C:10]=1[N:11]([CH2:23][C:24]1[CH:29]=[CH:28][CH:27]=[CH:26][CH:25]=1)[S:12]([C:15]1[CH:20]=[CH:19][C:18]([O:21][CH3:22])=[CH:17][CH:16]=1)(=[O:14])=[O:13])=[O:5])C.[OH-].[Na+], predict the reaction product. (3) Given the reactants [O:1]1[C:5]2[CH:6]=[CH:7][C:8]([C:10]3[C:11]([C:15]4[CH:20]=[CH:19][CH:18]=[C:17]([CH:21]=[CH2:22])[N:16]=4)=[N:12][NH:13][CH:14]=3)=[CH:9][C:4]=2[O:3][CH2:2]1.[H][H], predict the reaction product. The product is: [O:1]1[C:5]2[CH:6]=[CH:7][C:8]([C:10]3[C:11]([C:15]4[CH:20]=[CH:19][CH:18]=[C:17]([CH2:21][CH3:22])[N:16]=4)=[N:12][NH:13][CH:14]=3)=[CH:9][C:4]=2[O:3][CH2:2]1. (4) The product is: [CH3:1][CH:2]([CH3:29])[CH2:3][C@H:4]([C:13](=[O:28])[NH:14][C@@H:15]([CH2:20][CH2:21][C:22]1[CH:23]=[CH:24][CH:25]=[CH:26][CH:27]=1)[C:16]([NH:18][CH3:19])=[O:17])[CH2:5][C:6]([OH:8])=[O:7]. Given the reactants [CH3:1][CH:2]([CH3:29])[CH2:3][C@H:4]([C:13](=[O:28])[NH:14][C@@H:15]([CH2:20][CH2:21][C:22]1[CH:27]=[CH:26][CH:25]=[CH:24][CH:23]=1)[C:16]([NH:18][CH3:19])=[O:17])[CH2:5][C:6]([O:8]C(C)(C)C)=[O:7].C(O)(C(F)(F)F)=O, predict the reaction product.